Dataset: Full USPTO retrosynthesis dataset with 1.9M reactions from patents (1976-2016). Task: Predict the reactants needed to synthesize the given product. (1) Given the product [Cl:7][C:8]1[C:9]([F:16])=[C:10]([CH:13]=[CH:14][CH:15]=1)[CH2:11][N:30]1[C:29]2[CH:43]=[CH:44][CH:45]=[CH:46][C:28]=2[S:27](=[O:47])(=[O:48])[N:26]([C:22]2[CH:21]=[CH:20][C:19]([O:18][CH3:17])=[C:24]([O:2][CH3:1])[CH:23]=2)[C:31]1=[O:32], predict the reactants needed to synthesize it. The reactants are: [C:1]([O-])([O-])=[O:2].[K+].[K+].[Cl:7][C:8]1[C:9]([F:16])=[C:10]([CH:13]=[CH:14][CH:15]=1)[CH2:11]Br.[CH3:17][O:18][C:19]1[C:24](C)=[CH:23][C:22]([N:26]2[C:31](=[O:32])[N:30](CC3C(F)=CC(F)=CC=3F)[C:29]3[CH:43]=[CH:44][CH:45]=[CH:46][C:28]=3[S:27]2(=[O:48])=[O:47])=[CH:21][C:20]=1C. (2) Given the product [CH:29]12[O:31][CH:26]([CH2:27][CH2:28]1)[CH2:25][N:24]([C:12]1[CH:13]=[C:14]([N:16]3[CH2:22][CH:21]4[O:23][CH:18]([CH2:19][CH2:20]4)[CH2:17]3)[N:15]=[C:10]([C:7]3[CH:6]=[CH:5][C:4]([NH2:1])=[CH:9][CH:8]=3)[N:11]=1)[CH2:30]2, predict the reactants needed to synthesize it. The reactants are: [N+:1]([C:4]1[CH:9]=[CH:8][C:7]([C:10]2[N:15]=[C:14]([N:16]3[CH2:22][CH:21]4[O:23][CH:18]([CH2:19][CH2:20]4)[CH2:17]3)[CH:13]=[C:12]([N:24]3[CH2:30][CH:29]4[O:31][CH:26]([CH2:27][CH2:28]4)[CH2:25]3)[N:11]=2)=[CH:6][CH:5]=1)([O-])=O.C(NC1C=CC=CC=1)C. (3) Given the product [CH3:1][O:2][C:3](=[O:13])[C:4]1[CH:9]=[CH:8][CH:7]=[C:6]([C:10]#[N:11])[C:5]=1[CH2:12][Br:21], predict the reactants needed to synthesize it. The reactants are: [CH3:1][O:2][C:3](=[O:13])[C:4]1[CH:9]=[CH:8][CH:7]=[C:6]([C:10]#[N:11])[C:5]=1[CH3:12].C1C(=O)N([Br:21])C(=O)C1. (4) Given the product [F:1][C:2]1[CH:3]=[CH:4][C:5]([CH3:11])=[C:6]([CH:8]([OH:10])[CH3:9])[CH:7]=1, predict the reactants needed to synthesize it. The reactants are: [F:1][C:2]1[CH:3]=[CH:4][C:5]([CH3:11])=[C:6]([C:8](=[O:10])[CH3:9])[CH:7]=1.[BH4-].[Na+]. (5) Given the product [Cl:1][C:2]1[CH:3]=[C:4]2[C:8](=[C:9]([NH:11][CH:12]3[CH2:16][CH2:15][CH2:14][CH2:13]3)[CH:10]=1)[NH:7][C:6]([C:17]1[S:18][CH2:19][C@@H:20]([CH2:22][CH2:23][C:24]([N:31]3[CH2:32][CH2:33][N:28]([CH3:27])[CH2:29][CH2:30]3)=[O:25])[N:21]=1)=[CH:5]2, predict the reactants needed to synthesize it. The reactants are: [Cl:1][C:2]1[CH:3]=[C:4]2[C:8](=[C:9]([NH:11][CH:12]3[CH2:16][CH2:15][CH2:14][CH2:13]3)[CH:10]=1)[NH:7][C:6]([C:17]1[S:18][CH2:19][C@@H:20]([CH2:22][CH2:23][C:24](O)=[O:25])[N:21]=1)=[CH:5]2.[CH3:27][N:28]1[CH2:33][CH2:32][NH:31][CH2:30][CH2:29]1. (6) Given the product [ClH:1].[F:46][C:3]([F:2])([F:45])[C:4]1[CH:5]=[C:6]([CH:38]=[C:39]([C:41]([F:42])([F:43])[F:44])[CH:40]=1)[CH2:7][N:8]([C@H:15]1[CH2:21][CH2:20][CH2:19][N:18]([CH2:22][C:23]2[CH:24]=[CH:25][N:26]=[CH:27][CH:28]=2)[C:17]2[CH:29]=[C:30]([C:34]([F:35])([F:36])[F:37])[C:31]([CH3:33])=[CH:32][C:16]1=2)[C:9]1[N:10]=[N:11][N:12]([CH3:14])[N:13]=1, predict the reactants needed to synthesize it. The reactants are: [ClH:1].[F:2][C:3]([F:46])([F:45])[C:4]1[CH:5]=[C:6]([CH:38]=[C:39]([C:41]([F:44])([F:43])[F:42])[CH:40]=1)[CH2:7][N:8]([C@H:15]1[CH2:21][CH2:20][CH2:19][N:18]([CH2:22][C:23]2[CH:28]=[CH:27][N:26]=[CH:25][CH:24]=2)[C:17]2[CH:29]=[C:30]([C:34]([F:37])([F:36])[F:35])[C:31]([CH3:33])=[CH:32][C:16]1=2)[C:9]1[N:10]=[N:11][N:12]([CH3:14])[N:13]=1. (7) Given the product [NH2:20][C:8]([N:4]1[CH2:1][CH2:2][CH2:6][CH2:5]1)=[N:9][S:10]([C:13]1[CH:14]=[CH:15][C:16]([Cl:19])=[CH:17][CH:18]=1)(=[O:11])=[O:12], predict the reactants needed to synthesize it. The reactants are: [CH3:1][C:2]1[CH:6]=[C:5](C)[N:4]([C:8](=[NH:20])[NH:9][S:10]([C:13]2[CH:18]=[CH:17][C:16]([Cl:19])=[CH:15][CH:14]=2)(=[O:12])=[O:11])N=1.CS(O)(=O)=O.N1CCCC1. (8) Given the product [C:27]([CH:25]([NH:24][C:23]([C:18]1[CH:17]=[CH:16][C:15]2[C:20](=[CH:21][CH:22]=[C:13]([C:11]3[N:10]([CH:31]4[CH2:36][CH2:35][CH2:34][CH2:33][CH2:32]4)[C:9]4[CH:37]=[CH:38][C:6]([C:4]([OH:3])=[O:5])=[CH:7][C:8]=4[N:12]=3)[CH:14]=2)[N:19]=1)=[O:30])[CH2:26][OH:42])(=[O:29])[NH2:28], predict the reactants needed to synthesize it. The reactants are: C([O:3][C:4]([C:6]1[CH:38]=[CH:37][C:9]2[N:10]([CH:31]3[CH2:36][CH2:35][CH2:34][CH2:33][CH2:32]3)[C:11]([C:13]3[CH:14]=[C:15]4[C:20](=[CH:21][CH:22]=3)[N:19]=[C:18]([C:23](=[O:30])[NH:24][CH:25]([C:27](=[O:29])[NH2:28])[CH3:26])[CH:17]=[CH:16]4)=[N:12][C:8]=2[CH:7]=1)=[O:5])C.N[C@H](C(N)=O)C[OH:42].C(C(NC(C1C=CC2C(=CC=C(C3N(C4CCCCC4)C4C=CC(C(O)=O)=CC=4N=3)C=2)N=1)=O)C)(=O)N. (9) The reactants are: [CH:1]1[CH2:6][CH2:5][CH2:4][CH2:3][CH:2]=1.II.[CH3:9][C:10]1[CH:11]=[CH:12][C:13]([S:16]([NH:19]Cl)(=[O:18])=[O:17])=[CH:14][CH:15]=1. Given the product [C:10]1([CH3:9])[CH:11]=[CH:12][C:13]([S:16]([N:19]2[CH:6]3[CH:1]2[CH2:2][CH2:3][CH2:4][CH2:5]3)(=[O:18])=[O:17])=[CH:14][CH:15]=1, predict the reactants needed to synthesize it.